This data is from NCI-60 drug combinations with 297,098 pairs across 59 cell lines. The task is: Regression. Given two drug SMILES strings and cell line genomic features, predict the synergy score measuring deviation from expected non-interaction effect. Drug 1: C1CC(C1)(C(=O)O)C(=O)O.[NH2-].[NH2-].[Pt+2]. Drug 2: C1=CC=C(C=C1)NC(=O)CCCCCCC(=O)NO. Cell line: PC-3. Synergy scores: CSS=5.81, Synergy_ZIP=-4.82, Synergy_Bliss=-2.36, Synergy_Loewe=-9.61, Synergy_HSA=-4.78.